The task is: Predict the reaction yield, written as a fraction of the theoretical maximum amount of product (1.0 means a 100% yield; for example, 0.34 means a 34% yield).. This data is from Reaction yield outcomes from USPTO patents with 853,638 reactions. (1) The reactants are Cl.[F:2][C:3]1[C:4]([O:16][C:17]2[C:18]([CH3:27])=[N:19][C:20]([S:23]([CH3:26])(=[O:25])=[O:24])=[CH:21][CH:22]=2)=[N:5][CH:6]=[N:7][C:8]=1[O:9][CH:10]1[CH2:15][CH2:14][NH:13][CH2:12][CH2:11]1.Cl[C:29]1[N:34]=[CH:33][C:32]([CH2:35][CH3:36])=[CH:31][N:30]=1.C(N(CC)CC)C. The catalyst is CC(O)C. The product is [CH2:35]([C:32]1[CH:31]=[N:30][C:29]([N:13]2[CH2:14][CH2:15][CH:10]([O:9][C:8]3[C:3]([F:2])=[C:4]([O:16][C:17]4[C:18]([CH3:27])=[N:19][C:20]([S:23]([CH3:26])(=[O:24])=[O:25])=[CH:21][CH:22]=4)[N:5]=[CH:6][N:7]=3)[CH2:11][CH2:12]2)=[N:34][CH:33]=1)[CH3:36]. The yield is 0.360. (2) The reactants are [Br:1]Br.[CH2:3]([O:5][C:6](=[O:17])[CH2:7][C:8](=[O:16])[C:9]1[CH:14]=[CH:13][CH:12]=[CH:11][C:10]=1[CH3:15])[CH3:4]. The catalyst is O1CCOCC1.COC(C)(C)C. The product is [CH2:3]([O:5][C:6](=[O:17])[CH:7]([Br:1])[C:8](=[O:16])[C:9]1[CH:14]=[CH:13][CH:12]=[CH:11][C:10]=1[CH3:15])[CH3:4]. The yield is 0.960.